Dataset: hERG Central: cardiac toxicity at 1µM, 10µM, and general inhibition. Task: Predict hERG channel inhibition at various concentrations. (1) The molecule is CC1CCN(c2nc3c(c(=O)[nH]c(=O)n3C)n2CC(C)CSc2nnnn2-c2ccccc2)CC1. Results: hERG_inhib (hERG inhibition (general)): blocker. (2) The molecule is Cc1ccc(S(=O)(=O)N2CCN(c3ccc([N+](=O)[O-])c(Sc4nncn4C)c3)CC2)cc1. Results: hERG_inhib (hERG inhibition (general)): blocker.